Dataset: NCI-60 drug combinations with 297,098 pairs across 59 cell lines. Task: Regression. Given two drug SMILES strings and cell line genomic features, predict the synergy score measuring deviation from expected non-interaction effect. (1) Synergy scores: CSS=8.86, Synergy_ZIP=0.137, Synergy_Bliss=1.37, Synergy_Loewe=-1.61, Synergy_HSA=-1.38. Cell line: OVCAR-5. Drug 2: CC12CCC3C(C1CCC2OP(=O)(O)O)CCC4=C3C=CC(=C4)OC(=O)N(CCCl)CCCl.[Na+]. Drug 1: CC1=C(C=C(C=C1)C(=O)NC2=CC(=CC(=C2)C(F)(F)F)N3C=C(N=C3)C)NC4=NC=CC(=N4)C5=CN=CC=C5. (2) Drug 1: C(CN)CNCCSP(=O)(O)O. Drug 2: N.N.Cl[Pt+2]Cl. Cell line: LOX IMVI. Synergy scores: CSS=58.5, Synergy_ZIP=5.03, Synergy_Bliss=3.53, Synergy_Loewe=-3.33, Synergy_HSA=7.32. (3) Drug 1: CC12CCC(CC1=CCC3C2CCC4(C3CC=C4C5=CN=CC=C5)C)O. Drug 2: C1CN(CCN1C(=O)CCBr)C(=O)CCBr. Cell line: SW-620. Synergy scores: CSS=17.9, Synergy_ZIP=-5.40, Synergy_Bliss=-0.272, Synergy_Loewe=-3.15, Synergy_HSA=-3.04. (4) Drug 1: C1=C(C(=O)NC(=O)N1)F. Drug 2: COCCOC1=C(C=C2C(=C1)C(=NC=N2)NC3=CC=CC(=C3)C#C)OCCOC.Cl. Cell line: IGROV1. Synergy scores: CSS=56.3, Synergy_ZIP=15.4, Synergy_Bliss=14.9, Synergy_Loewe=19.3, Synergy_HSA=20.6. (5) Drug 1: C1=CC(=CC=C1CC(C(=O)O)N)N(CCCl)CCCl.Cl. Cell line: SF-268. Drug 2: C1=CN(C(=O)N=C1N)C2C(C(C(O2)CO)O)O.Cl. Synergy scores: CSS=26.6, Synergy_ZIP=-5.24, Synergy_Bliss=2.91, Synergy_Loewe=-21.5, Synergy_HSA=1.36. (6) Drug 1: C1CC(=O)NC(=O)C1N2CC3=C(C2=O)C=CC=C3N. Drug 2: C1C(C(OC1N2C=NC3=C2NC=NCC3O)CO)O. Cell line: EKVX. Synergy scores: CSS=8.66, Synergy_ZIP=-2.39, Synergy_Bliss=0.122, Synergy_Loewe=-2.44, Synergy_HSA=2.29. (7) Drug 1: CN1CCC(CC1)COC2=C(C=C3C(=C2)N=CN=C3NC4=C(C=C(C=C4)Br)F)OC. Drug 2: CC(C1=C(C=CC(=C1Cl)F)Cl)OC2=C(N=CC(=C2)C3=CN(N=C3)C4CCNCC4)N. Cell line: A498. Synergy scores: CSS=17.1, Synergy_ZIP=-5.36, Synergy_Bliss=-2.85, Synergy_Loewe=-2.64, Synergy_HSA=-1.62. (8) Drug 1: CC1=CC=C(C=C1)C2=CC(=NN2C3=CC=C(C=C3)S(=O)(=O)N)C(F)(F)F. Drug 2: CS(=O)(=O)CCNCC1=CC=C(O1)C2=CC3=C(C=C2)N=CN=C3NC4=CC(=C(C=C4)OCC5=CC(=CC=C5)F)Cl. Cell line: HCC-2998. Synergy scores: CSS=-1.86, Synergy_ZIP=1.90, Synergy_Bliss=-1.61, Synergy_Loewe=-2.45, Synergy_HSA=-6.95. (9) Drug 1: CC1C(C(CC(O1)OC2CC(CC3=C2C(=C4C(=C3O)C(=O)C5=C(C4=O)C(=CC=C5)OC)O)(C(=O)C)O)N)O.Cl. Drug 2: C1CNP(=O)(OC1)N(CCCl)CCCl. Cell line: HCT-15. Synergy scores: CSS=20.2, Synergy_ZIP=-0.501, Synergy_Bliss=6.08, Synergy_Loewe=4.30, Synergy_HSA=4.28. (10) Drug 1: C1=CC(=CC=C1CCC2=CNC3=C2C(=O)NC(=N3)N)C(=O)NC(CCC(=O)O)C(=O)O. Drug 2: C1CN(CCN1C(=O)CCBr)C(=O)CCBr. Cell line: NCI/ADR-RES. Synergy scores: CSS=17.8, Synergy_ZIP=-6.74, Synergy_Bliss=-1.35, Synergy_Loewe=-4.09, Synergy_HSA=1.69.